From a dataset of Forward reaction prediction with 1.9M reactions from USPTO patents (1976-2016). Predict the product of the given reaction. (1) Given the reactants C([O:4][C@H:5]1[C@@H:10]([O:11]C(=O)C)[C@H:9]([O:15]C(=O)C)[C@@H:8]([CH2:19][O:20]C(=O)C)[O:7][C@@H:6]1[O:24][C:25]1[CH:30]=[CH:29][C:28]([C:31]2[CH:36]=[CH:35][C:34]([C:37]([O:39]C)=[O:38])=[CH:33][CH:32]=2)=[CH:27][C:26]=1[Cl:41])(=O)C.[OH-].[Na+:43], predict the reaction product. The product is: [Cl:41][C:26]1[CH:27]=[C:28]([C:31]2[CH:36]=[CH:35][C:34]([C:37]([O-:39])=[O:38])=[CH:33][CH:32]=2)[CH:29]=[CH:30][C:25]=1[O:24][C@H:6]1[O:7][C@H:8]([CH2:19][OH:20])[C@@H:9]([OH:15])[C@H:10]([OH:11])[C@@H:5]1[OH:4].[Na+:43]. (2) Given the reactants CC1C=CC(S([NH:11][NH2:12])(=O)=O)=CC=1.[F:13][C:14]1[CH:19]=[CH:18][C:17]([C:20]([C:22]2[N:27]=[CH:26][C:25]3[C@:28]4([CH2:41][C:42]5[CH:47]=[CH:46][CH:45]=[CH:44][N:43]=5)[CH2:40][CH2:39][C:34]5([O:38][CH2:37][CH2:36][O:35]5)[CH2:33][C@H:29]4[CH2:30][CH2:31][CH2:32][C:24]=3[CH:23]=2)=O)=[CH:16][CH:15]=1, predict the reaction product. The product is: [F:13][C:14]1[CH:15]=[CH:16][C:17]([C:20]2[N:11]=[N:12][N:27]3[CH:26]=[C:25]4[C@:28]5([CH2:41][C:42]6[CH:47]=[CH:46][CH:45]=[CH:44][N:43]=6)[CH2:40][CH2:39][C:34]6([O:35][CH2:36][CH2:37][O:38]6)[CH2:33][C@H:29]5[CH2:30][CH2:31][CH2:32][C:24]4=[CH:23][C:22]=23)=[CH:18][CH:19]=1. (3) The product is: [Br:3][C:12]1[C:11]2[C:16](=[CH:17][C:8]([CH2:6][CH3:7])=[C:9]([O:19][CH3:20])[CH:10]=2)[N:15]=[N:14][CH:13]=1. Given the reactants P(Br)(Br)([Br:3])=O.[CH2:6]([C:8]1[CH:17]=[C:16]2[C:11]([C:12](O)=[CH:13][N:14]=[N:15]2)=[CH:10][C:9]=1[O:19][CH3:20])[CH3:7].O.C(=O)([O-])[O-].[Na+].[Na+], predict the reaction product. (4) Given the reactants Cl.[NH2:2][C:3]1[N:32]=[C:6]2[N:7]([C:22]3[CH:27]=[CH:26][CH:25]=[C:24]([C:28]([F:31])([F:30])[F:29])[CH:23]=3)[C:8]([CH3:21])=[C:9]([C:19]#[N:20])[C@@H:10]([C:11]3[CH:16]=[CH:15][C:14]([C:17]#[N:18])=[CH:13][CH:12]=3)[N:5]2[N:4]=1.N1C=CC=CC=1.[CH3:39][C:40]([CH3:45])([CH3:44])[C:41](Cl)=[O:42], predict the reaction product. The product is: [C:19]([C:9]1[C@@H:10]([C:11]2[CH:16]=[CH:15][C:14]([C:17]#[N:18])=[CH:13][CH:12]=2)[N:5]2[N:4]=[C:3]([NH:2][C:41](=[O:42])[C:40]([CH3:45])([CH3:44])[CH3:39])[N:32]=[C:6]2[N:7]([C:22]2[CH:27]=[CH:26][CH:25]=[C:24]([C:28]([F:29])([F:31])[F:30])[CH:23]=2)[C:8]=1[CH3:21])#[N:20]. (5) Given the reactants COC1C=CC=C(OC)C=1C1C=CC=CC=1P(C1CCCCC1)C1CCCCC1.[CH3:30][C:31]1([CH3:51])[C:39]2[C:34](=[CH:35][C:36](B([O-])OC(C(C)(C)C)C)=[CH:37][CH:38]=2)[C:33]([CH3:50])([CH3:49])[CH2:32]1.Br[C:53]1[CH:58]=[CH:57][CH:56]=[CH:55][N:54]=1.O.P([O-])([O-])([O-])=O.[K+].[K+].[K+], predict the reaction product. The product is: [CH3:49][C:33]1([CH3:50])[C:34]2[C:39](=[CH:38][C:37]([C:53]3[CH:58]=[CH:57][CH:56]=[CH:55][N:54]=3)=[CH:36][CH:35]=2)[C:31]([CH3:51])([CH3:30])[CH2:32]1. (6) Given the reactants [NH2:1][C:2]1[N:7]([CH2:8][C:9]2[C:13]([CH3:14])=[N:12][O:11][N:10]=2)[C:6](=[S:15])[NH:5][C:4](=[O:16])[CH:3]=1.[N:17]([O-])=O.[Na+].S(S([O-])=O)([O-])=O.[Na+].[Na+], predict the reaction product. The product is: [NH2:17][C:3]1[C:4](=[O:16])[NH:5][C:6](=[S:15])[N:7]([CH2:8][C:9]2[C:13]([CH3:14])=[N:12][O:11][N:10]=2)[C:2]=1[NH2:1]. (7) Given the reactants [Cl:1][C:2]1[N:10]=[C:9]2[C:5]([N:6]=[C:7]([CH:13]=[O:14])[N:8]2[CH2:11][CH3:12])=[C:4]([N:15]2[CH2:20][CH2:19][O:18][CH2:17][CH2:16]2)[N:3]=1.[BH4-].[Na+], predict the reaction product. The product is: [Cl:1][C:2]1[N:10]=[C:9]2[C:5]([N:6]=[C:7]([CH2:13][OH:14])[N:8]2[CH2:11][CH3:12])=[C:4]([N:15]2[CH2:20][CH2:19][O:18][CH2:17][CH2:16]2)[N:3]=1.